From a dataset of Forward reaction prediction with 1.9M reactions from USPTO patents (1976-2016). Predict the product of the given reaction. (1) Given the reactants C(OC([N:8]([O:26]C(OC(C)(C)C)=O)[C:9]1([CH3:25])[C:13](=[O:14])[N:12]([CH3:15])[N:11]=[C:10]1[C:16]1[CH:21]=[CH:20][C:19]([S:22]([CH3:24])=[O:23])=[CH:18][CH:17]=1)=O)(C)(C)C, predict the reaction product. The product is: [OH:26][NH:8][C:9]1([CH3:25])[C:13](=[O:14])[N:12]([CH3:15])[N:11]=[C:10]1[C:16]1[CH:17]=[CH:18][C:19]([S:22]([CH3:24])=[O:23])=[CH:20][CH:21]=1. (2) Given the reactants [Br:1][C:2]1[CH:3]=[C:4]([CH2:8][CH2:9][CH2:10][C:11]2[N:15]([CH2:16][CH3:17])[C:14](=[O:18])[NH:13][N:12]=2)[CH:5]=[CH:6][CH:7]=1.C(=O)([O-])[O-].[K+].[K+].[C:25]([C:29]1[CH:36]=[CH:35][C:32]([CH2:33]Br)=[CH:31][CH:30]=1)([CH3:28])([CH3:27])[CH3:26], predict the reaction product. The product is: [Br:1][C:2]1[CH:3]=[C:4]([CH2:8][CH2:9][CH2:10][C:11]2[N:15]([CH2:16][CH3:17])[C:14](=[O:18])[N:13]([CH2:33][C:32]3[CH:35]=[CH:36][C:29]([C:25]([CH3:28])([CH3:27])[CH3:26])=[CH:30][CH:31]=3)[N:12]=2)[CH:5]=[CH:6][CH:7]=1. (3) Given the reactants C(Cl)(=O)C(Cl)=O.[Cl:7][C:8]1[C:13]([F:14])=[CH:12][CH:11]=[C:10]([F:15])[C:9]=1[CH2:16][C:17]([OH:19])=O.CN(C)C=O.[CH3:25][O:26][C:27]([C:29]1[C:34]([NH2:35])=[N:33][CH:32]=[CH:31][N:30]=1)=[O:28], predict the reaction product. The product is: [CH3:25][O:26][C:27]([C:29]1[C:34]([NH:35][C:17](=[O:19])[CH2:16][C:9]2[C:10]([F:15])=[CH:11][CH:12]=[C:13]([F:14])[C:8]=2[Cl:7])=[N:33][CH:32]=[CH:31][N:30]=1)=[O:28]. (4) Given the reactants [NH2:1][N:2]1[N:11]=[C:10]([N:12]2[CH2:17][CH2:16][O:15][CH2:14][CH2:13]2)[C:9]2[C:4](=[CH:5][CH:6]=[CH:7][CH:8]=2)[C:3]1=[O:18].[C:19]1([C:29]2[CH:34]=[CH:33][CH:32]=[CH:31][CH:30]=2)[CH:24]=[CH:23][C:22]([CH2:25][C:26](O)=[O:27])=[CH:21][CH:20]=1, predict the reaction product. The product is: [C:19]1([C:29]2[CH:30]=[CH:31][CH:32]=[CH:33][CH:34]=2)[CH:20]=[CH:21][C:22]([CH2:25][C:26]([NH:1][N:2]2[N:11]=[C:10]([N:12]3[CH2:17][CH2:16][O:15][CH2:14][CH2:13]3)[C:9]3[C:4](=[CH:5][CH:6]=[CH:7][CH:8]=3)[C:3]2=[O:18])=[O:27])=[CH:23][CH:24]=1. (5) Given the reactants [CH:1]1([C:6]([O:8][CH3:9])=[O:7])[CH2:5][CH2:4][CH2:3][CH2:2]1.[C:10]([O:15][CH2:16][CH3:17])(=[O:14])[C:11]([O-])=[O:12].C([N-]C(C)C)(C)C.[Li+], predict the reaction product. The product is: [CH2:16]([O:15][C:10](=[O:14])[C:11]([C:1]1([C:6]([O:8][CH3:9])=[O:7])[CH2:5][CH2:4][CH2:3][CH2:2]1)=[O:12])[CH3:17]. (6) Given the reactants C1C[C@H](C(O)=O)CC[C@H]1CN.[CH3:12][CH:13]([CH3:35])[C:14]([O:16][CH:17]([O:21][C:22]([NH:24][CH2:25][C@H:26]1[CH2:31][CH2:30][C@H:29]([C:32]([OH:34])=[O:33])[CH2:28][CH2:27]1)=[O:23])[CH:18]([CH3:20])[CH3:19])=[O:15].C(=O)(O)[O-].[Na+:40].C(#N)C, predict the reaction product. The product is: [CH3:12][CH:13]([CH3:35])[C:14]([O:16][CH:17]([O:21][C:22]([NH:24][CH2:25][C@H:26]1[CH2:31][CH2:30][C@H:29]([C:32]([O-:34])=[O:33])[CH2:28][CH2:27]1)=[O:23])[CH:18]([CH3:19])[CH3:20])=[O:15].[Na+:40]. (7) Given the reactants Br[C:2]1[CH:3]=[CH:4][C:5](O)=[C:6]([C:8]2[CH:17]=[CH:16][C:15]3[C:10](=[CH:11][CH:12]=[C:13]([C:18]4[N:22]([CH:23]5[CH2:28][CH2:27][CH2:26][CH2:25][CH2:24]5)[C:21]5[CH:29]=[CH:30][C:31]([C:33]([OH:35])=[O:34])=[CH:32][C:20]=5[N:19]=4)[CH:14]=3)[N:9]=2)[CH:7]=1.C(OC(C1C=CC2N(C3CCCCC3)C(C3C=CC(N)=C(C=O)C=3)=NC=2C=1)=O)C.[Cl:66][C:67]1[CH:68]=[C:69]2[C:77](=[CH:78][CH:79]=1)[N:76](C)[C:75]1C=CC(C(=O)C)=CC2=1.[OH-].[K+], predict the reaction product. The product is: [Cl:66][C:67]1[CH:79]=[C:78]2[C:77](=[CH:69][CH:68]=1)[N:76]([CH3:75])[C:3]1[CH:4]=[CH:5][C:6]([C:8]3[CH:17]=[CH:16][C:15]4[C:10](=[CH:11][CH:12]=[C:13]([C:18]5[N:22]([CH:23]6[CH2:24][CH2:25][CH2:26][CH2:27][CH2:28]6)[C:21]6[CH:29]=[CH:30][C:31]([C:33]([OH:35])=[O:34])=[CH:32][C:20]=6[N:19]=5)[CH:14]=4)[N:9]=3)=[CH:7][C:2]2=1. (8) The product is: [CH2:1]([O:3][C:4]1[CH:5]=[C:6]([F:30])[C:7]([CH2:8][N:9]2[C:17]3[C:12](=[CH:13][CH:14]=[CH:15][CH:16]=3)[C:11]([C:18]3[N:23]=[C:22]([NH:24][C:33]4[CH:38]=[CH:37][N:36]=[N:35][CH:34]=4)[C:21]([O:25][CH3:26])=[CH:20][N:19]=3)=[N:10]2)=[C:27]([F:29])[CH:28]=1)[CH3:2]. Given the reactants [CH2:1]([O:3][C:4]1[CH:28]=[C:27]([F:29])[C:7]([CH2:8][N:9]2[C:17]3[C:12](=[CH:13][CH:14]=[CH:15][CH:16]=3)[C:11]([C:18]3[N:23]=[C:22]([NH2:24])[C:21]([O:25][CH3:26])=[CH:20][N:19]=3)=[N:10]2)=[C:6]([F:30])[CH:5]=1)[CH3:2].Br.Br[C:33]1[CH:38]=[CH:37][N:36]=[N:35][CH:34]=1.C(=O)([O-])[O-].[Cs+].[Cs+].C1(P(C2C=CC=CC=2)C2C3OC4C(=CC=CC=4P(C4C=CC=CC=4)C4C=CC=CC=4)C(C)(C)C=3C=CC=2)C=CC=CC=1, predict the reaction product.